From a dataset of Full USPTO retrosynthesis dataset with 1.9M reactions from patents (1976-2016). Predict the reactants needed to synthesize the given product. (1) Given the product [C:1]1([C:7]2([CH2:10][NH2:11])[CH2:8][CH2:9]2)[CH:6]=[CH:5][CH:4]=[CH:3][CH:2]=1, predict the reactants needed to synthesize it. The reactants are: [C:1]1([C:7]2([C:10]#[N:11])[CH2:9][CH2:8]2)[CH:6]=[CH:5][CH:4]=[CH:3][CH:2]=1.[H-].[Al+3].[Li+].[H-].[H-].[H-]. (2) The reactants are: [Br:1][C:2]1[CH:7]=[CH:6][CH:5]=[C:4]([Cl:8])[CH:3]=1.[Li+].CC([N-]C(C)C)C.CN([CH:20]=[O:21])C.Cl. Given the product [Br:1][C:2]1[CH:7]=[CH:6][CH:5]=[C:4]([Cl:8])[C:3]=1[CH:20]=[O:21], predict the reactants needed to synthesize it. (3) Given the product [Cl:11][C:6]1[C:5]([S:12]([CH2:15][CH3:16])(=[O:14])=[O:13])=[C:4]([CH2:3][NH2:1])[CH:9]=[C:8]([Cl:10])[CH:7]=1, predict the reactants needed to synthesize it. The reactants are: [NH4+:1].Br[CH2:3][C:4]1[CH:9]=[C:8]([Cl:10])[CH:7]=[C:6]([Cl:11])[C:5]=1[S:12]([CH2:15][CH3:16])(=[O:14])=[O:13].C1COCC1. (4) The reactants are: [H-].[Na+].C[C:4]([CH3:7])([O-])[CH3:5].[K+].C(=O)([O-])[O-].[K+].[K+].O1[CH2:19][CH2:18][CH2:17][CH2:16]1.[CH3:20][N:21]([CH3:24])C=O. Given the product [N:21]1[C:24]2[C:18](=[CH:19][CH:5]=[CH:4][CH:7]=2)[CH:17]=[CH:16][CH:20]=1, predict the reactants needed to synthesize it. (5) Given the product [C:1]([NH:5][C:6]([C:8]1[C:16]2[C:11](=[N:12][CH:13]=[C:14]([C:17]3[N:18]=[CH:19][N:20]4[CH:25]=[C:24]([F:26])[CH:23]=[CH:22][C:21]=34)[N:15]=2)[NH:10][CH:9]=1)=[O:7])([CH3:4])([CH3:2])[CH3:3], predict the reactants needed to synthesize it. The reactants are: [C:1]([NH:5][C:6]([C:8]1[C:16]2[C:11](=[N:12][CH:13]=[C:14]([C:17]3[N:18]=[CH:19][N:20]4[CH:25]=[C:24]([F:26])[CH:23]=[CH:22][C:21]=34)[N:15]=2)[N:10](COCC[Si](C)(C)C)[CH:9]=1)=[O:7])([CH3:4])([CH3:3])[CH3:2].FC(F)(F)C(O)=O. (6) Given the product [CH:1]1([NH:4][C:5]([C:7]2[CH:12]=[CH:11][C:10]([C:40]3[CH:41]=[CH:42][C:37]([O:36][C:30]4[C:29]5[C:34](=[CH:35][C:26]([O:25][CH3:24])=[C:27]([O:54][CH3:55])[CH:28]=5)[N:33]=[CH:32][CH:31]=4)=[C:38]([F:53])[CH:39]=3)=[CH:9][CH:8]=2)=[O:6])[CH2:3][CH2:2]1, predict the reactants needed to synthesize it. The reactants are: [CH:1]1([NH:4][C:5]([C:7]2[CH:12]=[CH:11][C:10](B(O)O)=[CH:9][CH:8]=2)=[O:6])[CH2:3][CH2:2]1.O1CCN(CC[CH2:24][O:25][C:26]2[CH:35]=[C:34]3[C:29]([C:30]([O:36][C:37]4[CH:42]=[CH:41][C:40](NC(=O)CC5C=CC=CN=5)=[CH:39][C:38]=4[F:53])=[CH:31][CH:32]=[N:33]3)=[CH:28][C:27]=2[O:54][CH3:55])CC1. (7) Given the product [C:1]([O:5][C:6]([N:8]1[CH2:9][CH2:10][N:11]([CH:14]([C:21]2[CH:26]=[CH:25][CH:24]=[CH:23][C:22]=2[F:27])[CH2:15][N:16]([CH2:31][CH3:32])[S:17]([CH3:20])(=[O:19])=[O:18])[CH2:12][CH2:13]1)=[O:7])([CH3:4])([CH3:2])[CH3:3], predict the reactants needed to synthesize it. The reactants are: [C:1]([O:5][C:6]([N:8]1[CH2:13][CH2:12][N:11]([CH:14]([C:21]2[CH:26]=[CH:25][CH:24]=[CH:23][C:22]=2[F:27])[CH2:15][NH:16][S:17]([CH3:20])(=[O:19])=[O:18])[CH2:10][CH2:9]1)=[O:7])([CH3:4])([CH3:3])[CH3:2].[H-].[Na+].I[CH2:31][CH3:32]. (8) Given the product [F:13][C:11]([F:12])([S:18]([O-:21])(=[O:20])=[O:19])[CH:10]([O:9][C:1](=[O:8])[C:2]1[CH:3]=[CH:4][CH:5]=[CH:6][CH:7]=1)[C:14]([F:16])([F:15])[F:17].[Na+:22], predict the reactants needed to synthesize it. The reactants are: [C:1]([O:9][C:10]([C:14]([F:17])([F:16])[F:15])=[C:11]([F:13])[F:12])(=[O:8])[C:2]1[CH:7]=[CH:6][CH:5]=[CH:4][CH:3]=1.[S:18]([O-:21])([OH:20])=[O:19].[Na+:22].C(OOC(=O)C1C=CC=CC=1)(=O)C1C=CC=CC=1.C1(C)C=CC=CC=1.